Task: Predict the reaction yield, written as a fraction of the theoretical maximum amount of product (1.0 means a 100% yield; for example, 0.34 means a 34% yield).. Dataset: Reaction yield outcomes from USPTO patents with 853,638 reactions (1) The reactants are C(NC(C)C)(C)C.C([Li])CCC.[CH3:13][O:14][C:15](=[O:27])[CH2:16][C:17]1[CH:22]=[CH:21][C:20]([Cl:23])=[C:19]([N+:24]([O-:26])=[O:25])[CH:18]=1.I[CH2:29][CH:30]1[CH2:34][CH2:33][CH2:32][CH2:31]1. The catalyst is O1CCCC1.CN1CCCN(C)C1=O. The product is [CH3:13][O:14][C:15](=[O:27])[CH:16]([C:17]1[CH:22]=[CH:21][C:20]([Cl:23])=[C:19]([N+:24]([O-:26])=[O:25])[CH:18]=1)[CH2:29][CH:30]1[CH2:34][CH2:33][CH2:32][CH2:31]1. The yield is 0.320. (2) The reactants are [Cl:1][C:2]1[CH:18]=[CH:17][C:5]2[CH2:6][CH2:7][N:8]([C:11](=[O:16])[C:12]([F:15])([F:14])[F:13])[CH2:9][CH2:10][C:4]=2[C:3]=1[NH:19][CH2:20][C:21]([CH3:31])([CH3:30])[CH2:22][O:23]C1CCCCO1.ClC1C=CC2CCN(C(=O)C(F)(F)F)CCC=2C=1OS(C(F)(F)F)(=O)=O.CC(C)(COC1CCCCO1)CN.C1C=CC(P(C2C(C3C(P(C4C=CC=CC=4)C4C=CC=CC=4)=CC=C4C=3C=CC=C4)=C3C(C=CC=C3)=CC=2)C2C=CC=CC=2)=CC=1.C(=O)([O-])[O-].[Cs+].[Cs+]. The catalyst is C1(C)C=CC=CC=1.C([O-])(=O)C.[Pd+2].C([O-])(=O)C.C1C=CC(/C=C/C(/C=C/C2C=CC=CC=2)=O)=CC=1.C1C=CC(/C=C/C(/C=C/C2C=CC=CC=2)=O)=CC=1.[Pd]. The product is [Cl:1][C:2]1[CH:18]=[CH:17][C:5]2[CH2:6][CH2:7][N:8]([C:11](=[O:16])[C:12]([F:14])([F:13])[F:15])[CH2:9][CH2:10][C:4]=2[C:3]=1[NH:19][CH2:20][C:21]([CH3:31])([CH3:30])[CH2:22][OH:23]. The yield is 0.860. (3) The reactants are [NH:1]1[CH2:6][CH2:5][CH2:4][CH:3]([C:7]([O:9][CH2:10][CH3:11])=[O:8])[CH2:2]1.[C:12]([O:16][CH2:17][CH3:18])(=[O:15])[CH:13]=[CH2:14]. No catalyst specified. The product is [CH2:17]([O:16][C:12]([CH2:13][CH2:14][N:1]1[CH2:6][CH2:5][CH2:4][CH:3]([C:7]([O:9][CH2:10][CH3:11])=[O:8])[CH2:2]1)=[O:15])[CH3:18]. The yield is 0.900. (4) The reactants are [C:1]([C:4]1[NH:8][C:7]2[CH:9]=[C:10]([Cl:12])[S:11][C:6]=2[CH:5]=1)([OH:3])=O.C1C=CC2N(O)N=NC=2C=1.CCN(C(C)C)C(C)C.[CH3:32][O:33][C:34]1[CH:39]=[CH:38][CH:37]=[CH:36][C:35]=1[CH2:40][CH2:41][NH2:42].CCN=C=NCCCN(C)C. The catalyst is C(Cl)Cl. The product is [Cl:12][C:10]1[S:11][C:6]2[CH:5]=[C:4]([C:1](=[O:3])[NH:42][CH2:41][CH2:40][C:35]3[CH:36]=[CH:37][CH:38]=[CH:39][C:34]=3[O:33][CH3:32])[NH:8][C:7]=2[CH:9]=1. The yield is 1.00. (5) The reactants are [NH2:1][C:2]1[CH:25]=[C:24]([Cl:26])[CH:23]=[CH:22][C:3]=1[O:4][CH2:5][C:6]([N:8]1[CH2:13][CH2:12][CH:11]([O:14][C:15]2[CH:20]=[CH:19][C:18]([F:21])=[CH:17][CH:16]=2)[CH2:10][CH2:9]1)=[O:7].C([N:29]([CH2:32]C)CC)C.C1([O:40]C(Cl)=O)C=CC=CC=1. The catalyst is ClCCl. The product is [Cl:26][C:24]1[CH:23]=[CH:22][C:3]([O:4][CH2:5][C:6]([N:8]2[CH2:13][CH2:12][CH:11]([O:14][C:15]3[CH:20]=[CH:19][C:18]([F:21])=[CH:17][CH:16]=3)[CH2:10][CH2:9]2)=[O:7])=[C:2]([NH:1][C:32]([NH2:29])=[O:40])[CH:25]=1. The yield is 0.730. (6) The yield is 0.700. No catalyst specified. The reactants are [F:1][C:2]([F:18])([F:17])[C:3]1[CH:4]=[CH:5]C(C2C=C(C=CC=2)CN)=N[CH:8]=1.[F:19][C:20]1[CH:21]=[C:22]([S:26]([N:29]([CH2:33][C:34]([OH:36])=O)[CH:30]([CH3:32])[CH3:31])(=[O:28])=[O:27])[CH:23]=[CH:24][CH:25]=1.CN(C(O[N:45]1N=N[C:47]2C=CC=N[C:46]1=2)=[N+](C)C)C.F[P-](F)(F)(F)(F)F.C([N:64]([CH2:68][CH3:69])[CH:65]([CH3:67])[CH3:66])(C)C.OS([O-])(=O)=O.[K+].[CH2:76](Cl)Cl. The product is [F:19][C:20]1[CH:21]=[C:22]([S:26]([N:29]([CH:30]([CH3:31])[CH3:32])[CH2:33][C:34]([NH:45][CH2:46][C:47]2[CH:69]=[CH:68][N:64]=[C:65]([C:66]3[CH:76]=[CH:8][C:3]([C:2]([F:1])([F:17])[F:18])=[CH:4][CH:5]=3)[CH:67]=2)=[O:36])(=[O:27])=[O:28])[CH:23]=[CH:24][CH:25]=1. (7) The reactants are [CH:1]1([C:5](Cl)=[O:6])[CH2:4][CH2:3][CH2:2]1.[NH2:8][CH2:9][C:10]([O:12][CH2:13][CH3:14])=[O:11].C(N(CC)CC)C. The catalyst is ClCCl. The product is [CH:1]1([C:5]([NH:8][CH2:9][C:10]([O:12][CH2:13][CH3:14])=[O:11])=[O:6])[CH2:4][CH2:3][CH2:2]1. The yield is 1.00.